Dataset: Forward reaction prediction with 1.9M reactions from USPTO patents (1976-2016). Task: Predict the product of the given reaction. (1) Given the reactants Br[C:2]1[CH:3]=[C:4]([F:9])[CH:5]=[C:6]([Br:8])[CH:7]=1.C([Li])CCC.CN([CH:18]=[O:19])C, predict the reaction product. The product is: [F:9][C:4]1[CH:3]=[C:2]([CH:7]=[C:6]([Br:8])[CH:5]=1)[CH:18]=[O:19]. (2) The product is: [CH3:1][O:2][C:3]([C:5]1[C:6]([OH:24])=[C:7]2[C:12](=[CH:13][N:14]=1)[N:11]([CH2:15][C:16]1[CH:21]=[CH:20][CH:19]=[CH:18][CH:17]=1)[C:10](=[O:22])[C:9]([C:30]1[CH:29]=[N:28][C:27]([N:26]([CH3:36])[CH3:25])=[N:32][CH:31]=1)=[CH:8]2)=[O:4]. Given the reactants [CH3:1][O:2][C:3]([C:5]1[C:6]([OH:24])=[C:7]2[C:12](=[CH:13][N:14]=1)[N:11]([CH2:15][C:16]1[CH:21]=[CH:20][CH:19]=[CH:18][CH:17]=1)[C:10](=[O:22])[C:9](Br)=[CH:8]2)=[O:4].[CH3:25][N:26]([CH3:36])[C:27]1[N:32]=[CH:31][C:30](B(O)O)=[CH:29][N:28]=1.[O-]P([O-])([O-])=O.[K+].[K+].[K+].O.COC1C=CC=C(OC)C=1C1C=CC=CC=1P(C1CCCCC1)C1CCCCC1.Cl, predict the reaction product.